Task: Predict the reaction yield, written as a fraction of the theoretical maximum amount of product (1.0 means a 100% yield; for example, 0.34 means a 34% yield).. Dataset: Reaction yield outcomes from USPTO patents with 853,638 reactions (1) The reactants are [NH:1]1[CH2:7][CH2:6][CH2:5][CH2:4][C:3]2[CH:8]=[CH:9][CH:10]=[CH:11][C:2]1=2.[N+:12]([O-])([O-:14])=[O:13].[K+].N. The catalyst is OS(O)(=O)=O. The product is [N+:12]([C:10]1[CH:9]=[CH:8][C:3]2[CH2:4][CH2:5][CH2:6][CH2:7][NH:1][C:2]=2[CH:11]=1)([O-:14])=[O:13]. The yield is 0.510. (2) The reactants are [C:1]1([CH:7]2[S:12](=[O:14])(=[O:13])[NH:11][CH2:10][CH2:9][CH2:8]2)[CH:6]=[CH:5][CH:4]=[CH:3][CH:2]=1.[Br:15][C:16]1[CH:21]=[CH:20][C:19]([CH2:22]Br)=[C:18]([F:24])[CH:17]=1.[H-].[Na+].O. The catalyst is CN(C)C(=O)C.CCOC(C)=O. The product is [Br:15][C:16]1[CH:21]=[CH:20][C:19]([CH2:22][N:11]2[CH2:10][CH2:9][CH2:8][CH:7]([C:1]3[CH:2]=[CH:3][CH:4]=[CH:5][CH:6]=3)[S:12]2(=[O:14])=[O:13])=[C:18]([F:24])[CH:17]=1. The yield is 0.700. (3) The reactants are [Br:1][C:2]1[C:7]([C:8](OC)=[O:9])=[CH:6][C:5]([Cl:12])=[N:4][CH:3]=1.CO.[BH4-].[Li+]. The catalyst is O1CCCC1. The product is [Br:1][C:2]1[C:7]([CH2:8][OH:9])=[CH:6][C:5]([Cl:12])=[N:4][CH:3]=1. The yield is 0.790. (4) The reactants are [O:1]([C:8]1[CH:9]=[C:10]([NH:14][CH2:15][C:16]2[CH:21]=[CH:20][CH:19]=[C:18]([O:22][CH:23]([CH3:25])[CH3:24])[CH:17]=2)[CH:11]=[CH:12][CH:13]=1)[C:2]1[CH:7]=[CH:6][CH:5]=[CH:4][CH:3]=1.[F:26][C:27]([F:32])([F:31])[CH:28]1[O:30][CH2:29]1. No catalyst specified. The product is [O:1]([C:8]1[CH:9]=[C:10]([N:14]([CH2:15][C:16]2[CH:21]=[CH:20][CH:19]=[C:18]([O:22][CH:23]([CH3:25])[CH3:24])[CH:17]=2)[CH2:29][CH:28]([OH:30])[C:27]([F:32])([F:31])[F:26])[CH:11]=[CH:12][CH:13]=1)[C:2]1[CH:3]=[CH:4][CH:5]=[CH:6][CH:7]=1. The yield is 0.280. (5) The reactants are Br[CH2:2][C:3]([CH2:26][CH3:27])=[CH:4][CH2:5][C:6]1[C:14]([O:15]CC[Si](C)(C)C)=[C:13]2[C:9]([CH2:10][O:11][C:12]2=[O:22])=[C:8]([CH3:23])[C:7]=1[CH2:24][CH3:25].C[Si](Br)(C)C.C[O:34][P:35]([O:38]C)[O:36]C. The catalyst is CC#N. The product is [CH2:26]([C:3](=[CH:4][CH2:5][C:6]1[C:14]([OH:15])=[C:13]2[C:9](=[C:8]([CH3:23])[C:7]=1[CH2:24][CH3:25])[CH2:10][O:11][C:12]2=[O:22])[CH2:2][P:35](=[O:34])([OH:38])[OH:36])[CH3:27]. The yield is 0.630. (6) The reactants are Cl.[F:2][C:3]1[CH:10]=[CH:9][CH:8]=[C:7]([O:11][CH2:12]N2CCCCC2)[C:4]=1[C:5]#[N:6].C([N:21]([CH2:24][CH3:25])[CH2:22][CH3:23])C.[Cl:26][C:27]1[CH:35]=[CH:34][C:30]([C:31](Cl)=[O:32])=[CH:29][CH:28]=1.O1CCC[CH2:37]1. No catalyst specified. The product is [Cl:26][C:27]1[CH:35]=[CH:34][C:30]([C:31]([N:21]2[CH2:22][CH2:23][CH:37]([CH2:12][O:11][C:7]3[CH:8]=[CH:9][CH:10]=[C:3]([F:2])[C:4]=3[C:5]#[N:6])[CH2:25][CH2:24]2)=[O:32])=[CH:29][CH:28]=1. The yield is 0.710. (7) The reactants are [F:1][C:2]1[CH:7]=[CH:6][CH:5]=[C:4]([F:8])[C:3]=1[N:9]1[C:14]2[N:15]=[C:16]([N:29]3[CH2:34][CH2:33][CH:32]([N:35]4[CH2:40][CH2:39][CH:38]([CH3:41])[CH2:37][CH2:36]4)[CH2:31][CH2:30]3)[N:17]=[C:18]([C:19]3[CH:20]=[C:21]([CH:25]=[CH:26][C:27]=3[CH3:28])[C:22](O)=[O:23])[C:13]=2[CH:12]=[CH:11][C:10]1=[O:42].CN(C(ON1N=[N:58][C:53]2[CH:54]=[CH:55][CH:56]=CC1=2)=[N+](C)C)C.F[P-](F)(F)(F)(F)F.C(N(CC)CC)C.C1(CN)CC1. The catalyst is CN(C=O)C. The product is [CH:54]1([CH2:53][NH:58][C:22](=[O:23])[C:21]2[CH:25]=[CH:26][C:27]([CH3:28])=[C:19]([C:18]3[C:13]4[CH:12]=[CH:11][C:10](=[O:42])[N:9]([C:3]5[C:2]([F:1])=[CH:7][CH:6]=[CH:5][C:4]=5[F:8])[C:14]=4[N:15]=[C:16]([N:29]4[CH2:34][CH2:33][CH:32]([N:35]5[CH2:40][CH2:39][CH:38]([CH3:41])[CH2:37][CH2:36]5)[CH2:31][CH2:30]4)[N:17]=3)[CH:20]=2)[CH2:56][CH2:55]1. The yield is 0.180.